From a dataset of Reaction yield outcomes from USPTO patents with 853,638 reactions. Predict the reaction yield, written as a fraction of the theoretical maximum amount of product (1.0 means a 100% yield; for example, 0.34 means a 34% yield). (1) The reactants are [NH:1]1[C:9]2[C:4](=[CH:5][CH:6]=[N:7][CH:8]=2)[CH:3]=[CH:2]1.[OH-].[Na+].[C:12]1([CH3:22])[CH:17]=[CH:16][C:15]([S:18](Cl)(=[O:20])=[O:19])=[CH:14][CH:13]=1. The catalyst is S([O-])(O)(=O)=O.C([N+](CCCC)(CCCC)CCCC)CCC.C1(C)C=CC=CC=1.O. The product is [C:12]1([CH3:22])[CH:17]=[CH:16][C:15]([S:18]([N:1]2[C:9]3=[CH:8][N:7]=[CH:6][CH:5]=[C:4]3[CH:3]=[CH:2]2)(=[O:20])=[O:19])=[CH:14][CH:13]=1. The yield is 0.680. (2) The reactants are [NH2:1][CH2:2][CH2:3][O:4][C@@H:5]([C:19]1[CH:24]=[CH:23][CH:22]=[C:21]([F:25])[CH:20]=1)[C@@H:6]1[CH2:11][CH2:10][CH2:9][N:8]([C:12]([O:14][C:15]([CH3:18])([CH3:17])[CH3:16])=[O:13])[CH2:7]1.CCN(CC)CC.Cl[C:34]([O:36][CH3:37])=[O:35].O. The catalyst is CN(C1C=CN=CC=1)C.C(Cl)Cl. The product is [F:25][C:21]1[CH:20]=[C:19]([C@H:5]([O:4][CH2:3][CH2:2][NH:1][C:34]([O:36][CH3:37])=[O:35])[C@@H:6]2[CH2:11][CH2:10][CH2:9][N:8]([C:12]([O:14][C:15]([CH3:18])([CH3:16])[CH3:17])=[O:13])[CH2:7]2)[CH:24]=[CH:23][CH:22]=1. The yield is 0.970. (3) The reactants are Br[C:2]1[CH:3]=[C:4]([C:8]([O:10][CH3:11])=[O:9])[S:5][C:6]=1[Cl:7].[CH2:12]([N:14]1[C:18](B2OC(C)(C)C(C)(C)O2)=[C:17]([CH3:28])[CH:16]=[N:15]1)[CH3:13].C(=O)([O-])[O-].[Na+].[Na+]. The catalyst is C1COCC1.C1C=CC(P(C2C=CC=CC=2)[C-]2C=CC=C2)=CC=1.C1C=CC(P(C2C=CC=CC=2)[C-]2C=CC=C2)=CC=1.Cl[Pd]Cl.[Fe+2]. The product is [Cl:7][C:6]1[S:5][C:4]([C:8]([O:10][CH3:11])=[O:9])=[CH:3][C:2]=1[C:18]1[N:14]([CH2:12][CH3:13])[N:15]=[CH:16][C:17]=1[CH3:28]. The yield is 0.920. (4) The reactants are C[Si]([CH:5]=[N+:6]=[N-:7])(C)C.C([Li])CCC.[S:13]1[C:17]2[CH:18]=[CH:19][CH:20]=[CH:21][C:16]=2[N:15]=[C:14]1[O:22][C:23]1[CH:28]=[CH:27][C:26]([CH2:29][CH2:30][N:31]2[CH2:36][CH2:35][CH:34]([C:37]#[N:38])[CH2:33][CH2:32]2)=[CH:25][CH:24]=1.[NH4+].[Cl-]. The catalyst is C(OCC)C.C1COCC1. The product is [NH:6]1[CH:5]=[C:37]([CH:34]2[CH2:33][CH2:32][N:31]([CH2:30][CH2:29][C:26]3[CH:25]=[CH:24][C:23]([O:22][C:14]4[S:13][C:17]5[CH:18]=[CH:19][CH:20]=[CH:21][C:16]=5[N:15]=4)=[CH:28][CH:27]=3)[CH2:36][CH2:35]2)[N:38]=[N:7]1. The yield is 0.540. (5) The reactants are [N:1]12[CH2:9][CH2:8][CH:5]([CH2:6][CH2:7]1)[NH:4][CH2:3][CH2:2]2.Cl[C:11]1[O:12][C:13]2[CH:19]=[CH:18][C:17]([C:20]3[CH:25]=[CH:24][CH:23]=[CH:22][CH:21]=3)=[CH:16][C:14]=2[N:15]=1.CC(C)([O-])C.[Na+].C1(C)C=CC=CC=1. The catalyst is C(OCC)(=O)C.O. The product is [C:20]1([C:17]2[CH:18]=[CH:19][C:13]3[O:12][C:11]([N:4]4[CH:5]5[CH2:8][CH2:9][N:1]([CH2:7][CH2:6]5)[CH2:2][CH2:3]4)=[N:15][C:14]=3[CH:16]=2)[CH:21]=[CH:22][CH:23]=[CH:24][CH:25]=1. The yield is 0.420.